Task: Predict the reactants needed to synthesize the given product.. Dataset: Full USPTO retrosynthesis dataset with 1.9M reactions from patents (1976-2016) (1) Given the product [NH2:22][C:2]1[CH:7]=[CH:6][C:5]([NH2:8])=[CH:4][C:3]=1[S:11]([NH2:14])(=[O:13])=[O:12], predict the reactants needed to synthesize it. The reactants are: Cl[C:2]1[CH:7]=[CH:6][C:5]([N+:8]([O-])=O)=[CH:4][C:3]=1[S:11]([NH2:14])(=[O:13])=[O:12].C([NH2:22])C1C=CC=CC=1.CS(O)(=O)=O. (2) Given the product [CH:5]([C:7]1[CH:12]=[CH:11][C:10]([C@@:13]2([CH3:38])[C:17](=[O:18])[N:16]([CH2:19][C:20]([O:22][CH2:23][C:24]3[CH:25]=[CH:26][CH:27]=[CH:28][CH:29]=3)=[O:21])[C:15](=[O:30])[N:14]2[CH2:31][C:32]2[CH:33]=[CH:34][CH:35]=[CH:36][CH:37]=2)=[CH:9][CH:8]=1)=[O:2], predict the reactants needed to synthesize it. The reactants are: [PH2]([O-])=[O:2].[Na+].[C:5]([C:7]1[CH:12]=[CH:11][C:10]([C@@:13]2([CH3:38])[C:17](=[O:18])[N:16]([CH2:19][C:20]([O:22][CH2:23][C:24]3[CH:29]=[CH:28][CH:27]=[CH:26][CH:25]=3)=[O:21])[C:15](=[O:30])[N:14]2[CH2:31][C:32]2[CH:37]=[CH:36][CH:35]=[CH:34][CH:33]=2)=[CH:9][CH:8]=1)#N. (3) Given the product [NH:1]1[CH:5]=[CH:4][N:3]=[C:2]1[CH2:6][N:7]([CH2:8][C:9]1[CH:31]=[CH:30][C:12]([CH2:13][O:14][C:15]2[CH:20]=[CH:19][C:18]([CH2:21][CH2:22][N:23]([CH2:27][CH2:28][CH3:29])[CH2:24][CH2:25][CH3:26])=[CH:17][CH:16]=2)=[CH:11][CH:10]=1)[CH2:45][C:41]1[NH:40][CH:44]=[CH:43][N:42]=1, predict the reactants needed to synthesize it. The reactants are: [NH:1]1[CH:5]=[CH:4][N:3]=[C:2]1[CH2:6][NH:7][CH2:8][C:9]1[CH:31]=[CH:30][C:12]([CH2:13][O:14][C:15]2[CH:20]=[CH:19][C:18]([CH2:21][CH2:22][N:23]([CH2:27][CH2:28][CH3:29])[CH2:24][CH2:25][CH3:26])=[CH:17][CH:16]=2)=[CH:11][CH:10]=1.C([BH3-])#N.[Na+].C(O)(=O)C.[NH:40]1[CH:44]=[CH:43][N:42]=[C:41]1[CH:45]=O. (4) Given the product [CH3:27][N:28]([CH3:29])[C:2]1[N:11]=[C:10]([N:12]([C:14]2[CH:19]=[CH:18][C:17]([O:20][CH3:21])=[CH:16][CH:15]=2)[CH3:13])[C:9]2[C:4](=[CH:5][CH:6]=[C:7]([N+:22]([O-:24])=[O:23])[CH:8]=2)[N:3]=1, predict the reactants needed to synthesize it. The reactants are: Cl[C:2]1[N:11]=[C:10]([N:12]([C:14]2[CH:19]=[CH:18][C:17]([O:20][CH3:21])=[CH:16][CH:15]=2)[CH3:13])[C:9]2[C:4](=[CH:5][CH:6]=[C:7]([N+:22]([O-:24])=[O:23])[CH:8]=2)[N:3]=1.CO.[CH3:27][NH:28][CH3:29]. (5) Given the product [Cl:3][C:4]1[CH:5]=[CH:6][C:7]([CH2:8][NH:9][C:10]([C:12]2[C:13](=[O:34])[C:14]3[CH:21]=[C:20]([CH2:22][N:23]([CH2:24][CH:25]([OH:32])[C:26]4[CH:31]=[N:30][CH:29]=[CH:28][N:27]=4)[CH3:33])[S:19][C:15]=3[N:16]([CH3:18])[CH:17]=2)=[O:11])=[CH:35][CH:36]=1, predict the reactants needed to synthesize it. The reactants are: [BH4-].[Na+].[Cl:3][C:4]1[CH:36]=[CH:35][C:7]([CH2:8][NH:9][C:10]([C:12]2[C:13](=[O:34])[C:14]3[CH:21]=[C:20]([CH2:22][N:23]([CH3:33])[CH2:24][C:25](=[O:32])[C:26]4[CH:31]=[N:30][CH:29]=[CH:28][N:27]=4)[S:19][C:15]=3[N:16]([CH3:18])[CH:17]=2)=[O:11])=[CH:6][CH:5]=1. (6) The reactants are: [NH2:1][C:2]1[CH:16]=[CH:15][C:5]([C:6]([N:12]([CH3:14])[CH3:13])=[N:7][S:8]([CH3:11])(=[O:10])=[O:9])=[CH:4][CH:3]=1.CCO.[Cl:20][C:21]1[S:25][C:24]([C:26]([NH:28][CH2:29][CH:30]2[CH2:32][O:31]2)=[O:27])=[CH:23][CH:22]=1. Given the product [NH4+:1].[OH-:9].[CH3:14][N:12]([CH3:13])[C:6]([C:5]1[CH:15]=[CH:16][C:2]([NH:1][CH2:32][CH:30]([OH:31])[CH2:29][NH:28][C:26]([C:24]2[S:25][C:21]([Cl:20])=[CH:22][CH:23]=2)=[O:27])=[CH:3][CH:4]=1)=[N:7][S:8]([CH3:11])(=[O:10])=[O:9], predict the reactants needed to synthesize it. (7) Given the product [Br:13][C:11]1[CH:12]=[C:3]([NH:2][CH:18]2[CH2:19][CH2:20][O:15][CH2:16][CH2:17]2)[C:4]([CH3:14])=[C:5]([CH:10]=1)[C:6]([O:8][CH3:9])=[O:7], predict the reactants needed to synthesize it. The reactants are: Br.[NH2:2][C:3]1[C:4]([CH3:14])=[C:5]([CH:10]=[C:11]([Br:13])[CH:12]=1)[C:6]([O:8][CH3:9])=[O:7].[O:15]1[CH2:20][CH2:19][C:18](=O)[CH2:17][CH2:16]1. (8) Given the product [C:5](=[O:6])([OH:7])[NH2:12].[NH:20]1[CH:24]=[CH:23][N:22]=[CH:21]1, predict the reactants needed to synthesize it. The reactants are: CC(C[C:5]([OH:7])=[O:6])=O.C[Si]([N-:12][Si](C)(C)C)(C)C.[Na+].C([N:20]1[CH:24]=[CH:23][N:22]=[CH:21]1)([N:20]1[CH:24]=[CH:23][N:22]=[CH:21]1)=O.CN(C=O)C.